This data is from Forward reaction prediction with 1.9M reactions from USPTO patents (1976-2016). The task is: Predict the product of the given reaction. (1) Given the reactants [NH2:1][C:2]1[CH:3]=[C:4]([NH:9][C:10](=[O:22])[C:11]2[CH:16]=[CH:15][CH:14]=[C:13]([C:17]([C:20]#[N:21])([CH3:19])[CH3:18])[CH:12]=2)[CH:5]=[CH:6][C:7]=1[CH3:8].[Cl:23][C:24]1[CH:33]=[N:32][C:31]2[C:26](=[CH:27][CH:28]=[C:29]([C:34](Cl)=[O:35])[CH:30]=2)[N:25]=1.C(N(CC)CC)C, predict the reaction product. The product is: [Cl:23][C:24]1[CH:33]=[N:32][C:31]2[C:26](=[CH:27][CH:28]=[C:29]([C:34]([NH:1][C:2]3[CH:3]=[C:4]([NH:9][C:10](=[O:22])[C:11]4[CH:16]=[CH:15][CH:14]=[C:13]([C:17]([C:20]#[N:21])([CH3:19])[CH3:18])[CH:12]=4)[CH:5]=[CH:6][C:7]=3[CH3:8])=[O:35])[CH:30]=2)[N:25]=1. (2) Given the reactants C(N(CC)CC)C.[CH3:8][C@:9]12[C:15]([CH3:17])([CH3:16])[C@H:12]([CH2:13][CH2:14]1)[CH:11]([C:18](Cl)=[O:19])[C:10]2=[O:21].[C:22]([O:26][C:27]([NH:29][NH:30][C:31]1[CH:36]=[C:35]([Cl:37])[CH:34]=[CH:33][C:32]=1[Cl:38])=[O:28])([CH3:25])([CH3:24])[CH3:23], predict the reaction product. The product is: [C:22]([O:26][C:27]([NH:29][N:30]([C:31]1[CH:36]=[C:35]([Cl:37])[CH:34]=[CH:33][C:32]=1[Cl:38])[C:18]([CH:11]1[C:10](=[O:21])[C@@:9]2([CH3:8])[C:15]([CH3:17])([CH3:16])[C@@H:12]1[CH2:13][CH2:14]2)=[O:19])=[O:28])([CH3:25])([CH3:23])[CH3:24].